Dataset: Forward reaction prediction with 1.9M reactions from USPTO patents (1976-2016). Task: Predict the product of the given reaction. Given the reactants [CH2:1]([O:3][C:4]([C:6]1[NH:10][C:9]2[C:11]([CH3:15])=[C:12]([Br:14])[S:13][C:8]=2[CH:7]=1)=[O:5])[CH3:2].[Cl:16][C:17]1[CH:18]=[C:19]([CH:22]=[CH:23][CH:24]=1)[CH2:20]Cl, predict the reaction product. The product is: [CH2:1]([O:3][C:4]([C:6]1[N:10]([CH2:20][C:19]2[CH:22]=[CH:23][CH:24]=[C:17]([Cl:16])[CH:18]=2)[C:9]2[C:11]([CH3:15])=[C:12]([Br:14])[S:13][C:8]=2[CH:7]=1)=[O:5])[CH3:2].